From a dataset of Full USPTO retrosynthesis dataset with 1.9M reactions from patents (1976-2016). Predict the reactants needed to synthesize the given product. (1) Given the product [F:1][C:2]([F:18])([F:17])[C:3]1[CH:8]=[CH:7][C:6]([C:9]2[CH:10]=[C:11]([CH:14]=[CH:15][CH:16]=2)[CH2:12][Cl:21])=[CH:5][CH:4]=1, predict the reactants needed to synthesize it. The reactants are: [F:1][C:2]([F:18])([F:17])[C:3]1[CH:8]=[CH:7][C:6]([C:9]2[CH:10]=[C:11]([CH:14]=[CH:15][CH:16]=2)[CH2:12]O)=[CH:5][CH:4]=1.S(Cl)([Cl:21])=O. (2) Given the product [C:22]1([CH:28]([C:32]2[CH:33]=[CH:34][CH:35]=[CH:36][CH:37]=2)[CH2:29][CH2:30][S:1][C:2]2[S:3][C:4]3[CH2:14][CH2:13][C:12]4[C:7](=[CH:8][CH:9]=[CH:10][C:11]=4[O:15][CH2:16][C:17]([OH:19])=[O:18])[C:5]=3[N:6]=2)[CH:27]=[CH:26][CH:25]=[CH:24][CH:23]=1, predict the reactants needed to synthesize it. The reactants are: [SH:1][C:2]1[S:3][C:4]2[CH2:14][CH2:13][C:12]3[C:7](=[CH:8][CH:9]=[CH:10][C:11]=3[O:15][CH2:16][C:17]([O:19]CC)=[O:18])[C:5]=2[N:6]=1.[C:22]1([CH:28]([C:32]2[CH:37]=[CH:36][CH:35]=[CH:34][CH:33]=2)[CH2:29][CH2:30]I)[CH:27]=[CH:26][CH:25]=[CH:24][CH:23]=1. (3) Given the product [Cl:20][C:10]1[C:9]2[C:4](=[C:5]([C:14]([F:17])([F:16])[F:15])[CH:6]=[CH:7][CH:8]=2)[N:3]=[C:2]([CH3:1])[C:11]=1[CH3:12], predict the reactants needed to synthesize it. The reactants are: [CH3:1][C:2]1[C:11]([CH3:12])=[C:10](O)[C:9]2[C:4](=[C:5]([C:14]([F:17])([F:16])[F:15])[CH:6]=[CH:7][CH:8]=2)[N:3]=1.O=P(Cl)(Cl)[Cl:20]. (4) Given the product [NH2:29][C:27]1[CH:18]=[CH:19][C:2]([C:2]2[C:19]([F:20])=[CH:18][CH:17]=[C:4]([CH2:5][C:6]3[C:15]4[CH2:14][CH2:13][CH2:12][CH2:11][C:10]=4[C:9](=[O:16])[NH:8][N:7]=3)[CH:3]=2)=[CH:3][CH:28]=1, predict the reactants needed to synthesize it. The reactants are: Br[C:2]1[CH:3]=[C:4]([CH:17]=[CH:18][C:19]=1[F:20])[CH2:5][C:6]1[C:15]2[CH2:14][CH2:13][CH2:12][CH2:11][C:10]=2[C:9](=[O:16])[NH:8][N:7]=1.C(=O)([O-])[O-].[K+].[K+].[C:27](#[N:29])[CH3:28]. (5) Given the product [CH3:34][C:33]([CH3:36])([CH3:35])[CH2:32][C:19]1[N:18]=[C:17]([CH:2]([F:1])[CH2:3][C:4]2[CH:5]=[C:6]([CH2:10][CH2:11][C:12]([OH:14])=[O:13])[CH:7]=[CH:8][CH:9]=2)[CH:22]=[CH:21][C:20]=1[C:23]1[CH:28]=[C:27]([O:29][CH3:30])[CH:26]=[CH:25][C:24]=1[F:31], predict the reactants needed to synthesize it. The reactants are: [F:1][CH:2]([C:17]1[CH:22]=[CH:21][C:20]([C:23]2[CH:28]=[C:27]([O:29][CH3:30])[CH:26]=[CH:25][C:24]=2[F:31])=[C:19]([CH2:32][C:33]([CH3:36])([CH3:35])[CH3:34])[N:18]=1)[CH2:3][C:4]1[CH:5]=[C:6]([CH2:10][CH2:11][C:12]([O:14]CC)=[O:13])[CH:7]=[CH:8][CH:9]=1.[OH-].[Na+].